The task is: Predict the product of the given reaction.. This data is from Forward reaction prediction with 1.9M reactions from USPTO patents (1976-2016). (1) Given the reactants C([O:5][C:6]([NH:8][C@@H:9]([CH2:13][C:14]1[CH:19]=[CH:18][C:17]([CH:20]2[S:24](=[O:26])(=[O:25])[N:23](C(C)(C)C)[C:22](=[O:31])[CH2:21]2)=[CH:16][CH:15]=1)[C:10](O)=[O:11])=O)(C)(C)C.[CH:32](N(CC)C(C)C)(C)C.F[P-](F)(F)(F)(F)F.C[N+](C)=C(N(C)C)ON1C2N=CC=CC=2N=N1.Cl.[NH2:66][CH2:67][CH2:68][CH2:69][CH2:70][O:71][C:72]1[CH:81]=[CH:80][CH:79]=[C:78]([OH:82])[C:73]=1[C:74]([O:76][CH3:77])=[O:75], predict the reaction product. The product is: [C:6]([NH:8][C@@H:9]([CH2:13][C:14]1[CH:19]=[CH:18][C:17]([CH:20]2[S:24](=[O:26])(=[O:25])[NH:23][C:22](=[O:31])[CH2:21]2)=[CH:16][CH:15]=1)[C:10]([NH:66][CH2:67][CH2:68][CH2:69][CH2:70][O:71][C:72]1[CH:81]=[CH:80][CH:79]=[C:78]([OH:82])[C:73]=1[C:74]([O:76][CH3:77])=[O:75])=[O:11])(=[O:5])[CH3:32]. (2) Given the reactants [OH:1][C@@H:2]1[CH2:6][C@H:5]([OH:7])[C@H:4]([CH2:8]/[CH:9]=[CH:10]\[CH2:11][CH2:12][CH2:13][C:14]([OH:16])=[O:15])[C@H:3]1[CH2:17][CH2:18][C@@H:19]([OH:28])[CH2:20][CH2:21][C:22]1[CH:27]=[CH:26][CH:25]=[CH:24][CH:23]=1.I[CH2:30][CH2:31][O:32][C:33]1[CH:34]=[C:35]([CH:38]=[CH:39][C:40]=1[CH3:41])[CH:36]=[O:37].C1CCN2C(=NCCC2)CC1, predict the reaction product. The product is: [OH:1][C@@H:2]1[CH2:6][C@H:5]([OH:7])[C@H:4]([CH2:8]/[CH:9]=[CH:10]\[CH2:11][CH2:12][CH2:13][C:14]([O:16][CH2:30][CH2:31][O:32][C:33]2[CH:34]=[C:35]([CH:36]=[O:37])[CH:38]=[CH:39][C:40]=2[CH3:41])=[O:15])[C@H:3]1[CH2:17][CH2:18][C@@H:19]([OH:28])[CH2:20][CH2:21][C:22]1[CH:23]=[CH:24][CH:25]=[CH:26][CH:27]=1. (3) Given the reactants [NH2:1][C:2]1[CH:3]=[N:4][C:5]([O:8][CH3:9])=[CH:6][CH:7]=1.N1(C(N2C=CN=C2)=S)C=CN=[CH:11]1.[Cl:22][C:23]1[CH:28]=[CH:27][CH:26]=[C:25]([Cl:29])[C:24]=1[C:30]1[NH:31][C:32]2[CH:38]=[C:37]([C:39]([NH:41][NH2:42])=[O:40])[CH:36]=[CH:35][C:33]=2[N:34]=1.CCN=C=NCCCN(C)C, predict the reaction product. The product is: [Cl:22][C:23]1[CH:28]=[CH:27][CH:26]=[C:25]([Cl:29])[C:24]=1[C:30]1[NH:31][C:32]2[CH:38]=[C:37]([C:39]3[O:40][C:11]([NH:1][C:2]4[CH:3]=[N:4][C:5]([O:8][CH3:9])=[CH:6][CH:7]=4)=[N:42][N:41]=3)[CH:36]=[CH:35][C:33]=2[N:34]=1.